Predict which catalyst facilitates the given reaction. From a dataset of Catalyst prediction with 721,799 reactions and 888 catalyst types from USPTO. (1) Reactant: [C:1]1([C:11]#[N:12])[C:10]2[C:5](=[CH:6][CH:7]=[CH:8][CH:9]=2)[CH:4]=[CH:3][N:2]=1. Product: [NH2:12][CH2:11][C:1]1[C:10]2[C:5](=[CH:6][CH:7]=[CH:8][CH:9]=2)[CH:4]=[CH:3][N:2]=1. The catalyst class is: 285. (2) Reactant: [H-].[Al+3].[Li+].[H-].[H-].[H-].[C:7]1([CH2:13][O:14][C:15]2[C:25]3[O:24][CH2:23][CH2:22][NH:21][C:20](=O)[C:19]=3[CH:18]=[CH:17][CH:16]=2)[CH:12]=[CH:11][CH:10]=[CH:9][CH:8]=1. Product: [C:7]1([CH2:13][O:14][C:15]2[C:25]3[O:24][CH2:23][CH2:22][NH:21][CH2:20][C:19]=3[CH:18]=[CH:17][CH:16]=2)[CH:12]=[CH:11][CH:10]=[CH:9][CH:8]=1. The catalyst class is: 1.